From a dataset of Full USPTO retrosynthesis dataset with 1.9M reactions from patents (1976-2016). Predict the reactants needed to synthesize the given product. Given the product [CH2:1]([O:3][C:4](=[O:22])[CH2:5][C:6]1[CH:11]=[CH:10][CH:9]=[C:8]([NH:12][C:13]([C:14]2[CH:15]=[C:16]([C:23]3[CH:28]=[CH:27][CH:26]=[CH:25][CH:24]=3)[CH:17]=[CH:18][CH:19]=2)=[O:21])[CH:7]=1)[CH3:2], predict the reactants needed to synthesize it. The reactants are: [CH2:1]([O:3][C:4](=[O:22])[CH2:5][C:6]1[CH:11]=[CH:10][CH:9]=[C:8]([NH:12][C:13](=[O:21])[C:14]2[CH:19]=[CH:18][CH:17]=[C:16](Br)[CH:15]=2)[CH:7]=1)[CH3:2].[C:23]1(B(O)O)[CH:28]=[CH:27][CH:26]=[CH:25][CH:24]=1.